Predict the reaction yield, written as a fraction of the theoretical maximum amount of product (1.0 means a 100% yield; for example, 0.34 means a 34% yield). From a dataset of Reaction yield outcomes from USPTO patents with 853,638 reactions. (1) The reactants are [C:1]([N:8]1[C@@H:12]([C:13]2[CH:18]=[CH:17][CH:16]=[CH:15][CH:14]=2)[CH2:11][CH2:10][C@H:9]1[CH2:19][OH:20])([O:3][C:4]([CH3:7])([CH3:6])[CH3:5])=[O:2].C1(P(C2C=CC=CC=2)C2C=CC=CC=2)C=CC=CC=1.O[C:41]1[CH:50]=[CH:49][C:44]([C:45]([O:47][CH3:48])=[O:46])=[CH:43][CH:42]=1.N(C(OC(C)C)=O)=NC(OC(C)C)=O. No catalyst specified. The product is [C:1]([N:8]1[C@@H:12]([C:13]2[CH:18]=[CH:17][CH:16]=[CH:15][CH:14]=2)[CH2:11][CH2:10][C@H:9]1[CH2:19][O:20][C:41]1[CH:50]=[CH:49][C:44]([C:45]([O:47][CH3:48])=[O:46])=[CH:43][CH:42]=1)([O:3][C:4]([CH3:7])([CH3:6])[CH3:5])=[O:2]. The yield is 0.800. (2) The reactants are [Br:1][C:2]1[CH:3]=[C:4]([OH:10])[C:5](=[CH:8][CH:9]=1)[CH:6]=[O:7].Br[C:12]1[CH:13]=C(O)C=C[CH:17]=1.C(=O)([O-])[O-].[K+].[K+].C(Br)C=C. The catalyst is CN(C)C=O.O. The product is [CH2:13]([O:10][C:4]1[CH:3]=[C:2]([Br:1])[CH:9]=[CH:8][C:5]=1[CH:6]=[O:7])[CH:12]=[CH2:17]. The yield is 1.00. (3) The catalyst is C1COCC1.CN1C(=O)N(C)CCC1.C1COCC1. The yield is 0.660. The reactants are [Cl:1][C:2]1[CH:7]=[C:6]([C:8]#[N:9])[CH:5]=[CH:4][C:3]=1[CH3:10].[Li+].CC([N-]C(C)C)C.[O:19]1[C:23]2[C:24]([C:28]([CH3:33])([CH3:32])[CH2:29][CH:30]=[O:31])=[CH:25][CH:26]=[CH:27][C:22]=2[CH2:21][CH2:20]1.[Cl-].[NH4+]. The product is [Cl:1][C:2]1[CH:7]=[C:6]([C:8]#[N:9])[CH:5]=[CH:4][C:3]=1[CH2:10][CH:30]([OH:31])[CH2:29][C:28]([C:24]1[C:23]2[O:19][CH2:20][CH2:21][C:22]=2[CH:27]=[CH:26][CH:25]=1)([CH3:33])[CH3:32]. (4) The reactants are COC(=O)[NH:4][C:5]1[NH:9][C:8]2[CH:10]=[C:11]([C:14]3[CH:15]=[CH:16][C:17]4[O:23][CH2:22][CH2:21][N:20]([C:24]5[C:29]([CH2:30][C:31]6[CH:36]=[CH:35][C:34]([F:37])=[CH:33][CH:32]=6)=[C:28]([CH3:38])[N:27]=[CH:26][N:25]=5)[CH2:19][C:18]=4[CH:39]=3)[CH:12]=[CH:13][C:7]=2[N:6]=1.Cl. The catalyst is CO.[OH-].[K+]. The product is [F:37][C:34]1[CH:35]=[CH:36][C:31]([CH2:30][C:29]2[C:24]([N:20]3[CH2:19][C:18]4[CH:39]=[C:14]([C:11]5[CH:12]=[CH:13][C:7]6[N:6]=[C:5]([NH2:4])[NH:9][C:8]=6[CH:10]=5)[CH:15]=[CH:16][C:17]=4[O:23][CH2:22][CH2:21]3)=[N:25][CH:26]=[N:27][C:28]=2[CH3:38])=[CH:32][CH:33]=1. The yield is 0.540. (5) The reactants are [C:9](O[C:9]([O:11][C:12]([CH3:15])([CH3:14])[CH3:13])=[O:10])([O:11][C:12]([CH3:15])([CH3:14])[CH3:13])=[O:10].[CH2:16]([NH:19][CH2:20][C:21]1[CH:22]=[CH:23][CH:24]=[C:25]2[C:29]=1[NH:28][CH:27]=[CH:26]2)[CH:17]=[CH2:18].C(OCC)(=O)C. The catalyst is O1CCCC1. The product is [C:12]([O:11][C:9]([N:19]([CH2:16][CH:17]=[CH2:18])[CH2:20][C:21]1[CH:22]=[CH:23][CH:24]=[C:25]2[C:29]=1[NH:28][CH:27]=[CH:26]2)=[O:10])([CH3:13])([CH3:14])[CH3:15]. The yield is 1.00. (6) The reactants are C(OC(=O)[NH:7][CH:8]1[CH2:13][CH2:12][CH:11]([CH2:14][NH:15][C:16]2[C:21]([Cl:22])=[CH:20][N:19]=[C:18](Cl)[N:17]=2)[CH2:10][CH2:9]1)(C)(C)C.Cl.[F:26][C:27]([F:38])([F:37])[O:28][C:29]1[CH:36]=[CH:35][CH:34]=[CH:33][C:30]=1[CH2:31][NH2:32]. The catalyst is CCOC(C)=O. The product is [NH2:7][C@H:8]1[CH2:9][CH2:10][C@H:11]([CH2:14][NH:15][C:16]2[C:21]([Cl:22])=[CH:20][N:19]=[C:18]([NH:32][CH2:31][C:30]3[CH:33]=[CH:34][CH:35]=[CH:36][C:29]=3[O:28][C:27]([F:26])([F:37])[F:38])[N:17]=2)[CH2:12][CH2:13]1. The yield is 0.870.